From a dataset of Reaction yield outcomes from USPTO patents with 853,638 reactions. Predict the reaction yield, written as a fraction of the theoretical maximum amount of product (1.0 means a 100% yield; for example, 0.34 means a 34% yield). (1) The reactants are Cl.Cl.[NH:3]1[CH2:6][CH:5]([C:7]2[C:8]([O:28][CH2:29][CH3:30])=[C:9]([CH:15]([N:17]3[C:21]4=[N:22][CH:23]=[N:24][C:25]([NH2:26])=[C:20]4[C:19]([CH3:27])=[N:18]3)[CH3:16])[CH:10]=[C:11]([Cl:14])[C:12]=2[F:13])[CH2:4]1.C(N(CC)CC)C.[CH3:38][C@H:39]1[CH2:41][O:40]1. The catalyst is C(O)(C)C.C(#N)C. The product is [NH2:26][C:25]1[N:24]=[CH:23][N:22]=[C:21]2[N:17]([CH:15]([C:9]3[C:8]([O:28][CH2:29][CH3:30])=[C:7]([CH:5]4[CH2:4][N:3]([CH2:38][C@@H:39]([OH:40])[CH3:41])[CH2:6]4)[C:12]([F:13])=[C:11]([Cl:14])[CH:10]=3)[CH3:16])[N:18]=[C:19]([CH3:27])[C:20]=12. The yield is 0.230. (2) The reactants are [N+:1]([C:4]1[CH:9]=[CH:8][C:7]([C:10]2[S:11][CH:12]=[CH:13][CH:14]=2)=[CH:6][C:5]=1[NH:15][C:16](=[O:23])[O:17][CH2:18][CH:19]1[CH2:22][NH:21][CH2:20]1)([O-:3])=[O:2].[CH2:24](Cl)Cl.C=O.C([BH3-])#N.[Na+]. The catalyst is CC#N. The product is [N+:1]([C:4]1[CH:9]=[CH:8][C:7]([C:10]2[S:11][CH:12]=[CH:13][CH:14]=2)=[CH:6][C:5]=1[NH:15][C:16](=[O:23])[O:17][CH2:18][CH:19]1[CH2:20][N:21]([CH3:24])[CH2:22]1)([O-:3])=[O:2]. The yield is 0.750. (3) The reactants are CCN(CC)CC.O[C@@H:9]([CH3:26])[C@@H:10]([NH:14][C:15]([O:17][CH2:18][CH2:19][CH2:20][CH2:21][CH2:22][CH2:23][CH2:24][CH3:25])=[O:16])[C:11]([OH:13])=[O:12].CN(C(ON1N=NC2C=CC=CC1=2)=[N+](C)C)C.F[P-](F)(F)(F)(F)F. The catalyst is C(Cl)Cl. The product is [CH2:18]([O:17][C:15](=[O:16])[NH:14][C@H:10]1[C:11](=[O:13])[O:12][C@H:9]1[CH3:26])[CH2:19][CH2:20][CH2:21][CH2:22][CH2:23][CH2:24][CH3:25]. The yield is 0.180. (4) The yield is 0.0900. The catalyst is COCCO. The product is [Cl:35][C:20]1[C:21]([NH:23][C@@H:24]2[CH2:29][CH2:28][CH2:27][CH2:26][C@H:25]2[NH:30][S:31]([CH3:34])(=[O:33])=[O:32])=[N:22][C:17]([NH:1][C:2]2[C:3]([O:14][CH3:15])=[CH:4][C:5]3[CH2:11][NH:10][CH2:9][C:8](=[O:12])[NH:7][C:6]=3[CH:13]=2)=[N:18][CH:19]=1. The reactants are [NH2:1][C:2]1[C:3]([O:14][CH3:15])=[CH:4][C:5]2[CH2:11][NH:10][CH2:9][C:8](=[O:12])[NH:7][C:6]=2[CH:13]=1.Cl[C:17]1[N:22]=[C:21]([NH:23][C@@H:24]2[CH2:29][CH2:28][CH2:27][CH2:26][C@H:25]2[NH:30][S:31]([CH3:34])(=[O:33])=[O:32])[C:20]([Cl:35])=[CH:19][N:18]=1.Cl.O1CCOCC1.CCN(CC)CC.